From a dataset of Full USPTO retrosynthesis dataset with 1.9M reactions from patents (1976-2016). Predict the reactants needed to synthesize the given product. (1) Given the product [CH3:1][N:2]([S:15]([C:18]1[S:19][CH:20]=[CH:21][CH:22]=1)(=[O:17])=[O:16])[C:3]1[CH:4]=[CH:5][CH:6]=[C:7]2[C:11]=1[NH:10][C:9]([C:12]([NH2:23])=[O:14])=[CH:8]2, predict the reactants needed to synthesize it. The reactants are: [CH3:1][N:2]([S:15]([C:18]1[S:19][CH:20]=[CH:21][CH:22]=1)(=[O:17])=[O:16])[C:3]1[CH:4]=[CH:5][CH:6]=[C:7]2[C:11]=1[NH:10][C:9]([C:12]([OH:14])=O)=[CH:8]2.[N:23]1(O)C2C=CC=CC=2N=N1.N.C(O)(=O)CC(CC(O)=O)(C(O)=O)O. (2) Given the product [CH2:8]([O:16][C:2]([O:4][CH2:5][CH2:6][Cl:7])=[O:3])[CH2:9][CH2:10][CH2:11][CH2:12][CH2:13][CH2:14][CH3:15], predict the reactants needed to synthesize it. The reactants are: Cl[C:2]([O:4][CH2:5][CH2:6][Cl:7])=[O:3].[CH2:8]([OH:16])[CH2:9][CH2:10][CH2:11][CH2:12][CH2:13][CH2:14][CH3:15].N1C=CC=CC=1. (3) Given the product [Cl:22][C:23]1[N:24]=[C:25]([CH3:31])[NH:26][C:27]=1[C:28]([NH:19][CH2:18][C:13]1[CH:14]=[CH:15][C:16]([Cl:17])=[C:11]([O:10][C:8]2[CH:7]=[C:4]([C:5]#[N:6])[CH:3]=[C:2]([Cl:1])[CH:9]=2)[C:12]=1[F:21])=[O:30], predict the reactants needed to synthesize it. The reactants are: [Cl:1][C:2]1[CH:3]=[C:4]([CH:7]=[C:8]([O:10][C:11]2[C:16]([Cl:17])=[CH:15][CH:14]=[C:13]([CH2:18][NH:19]C)[C:12]=2[F:21])[CH:9]=1)[C:5]#[N:6].[Cl:22][C:23]1[N:24]=[C:25]([CH3:31])[NH:26][C:27]=1[C:28]([OH:30])=O.CN(C(ON1N=NC2C=CC=NC1=2)=[N+](C)C)C.F[P-](F)(F)(F)(F)F.CCN(C(C)C)C(C)C. (4) Given the product [NH2:1][C:2]1[CH:7]=[CH:6][C:5]([NH2:8])=[CH:4][C:3]=1[S:11]([NH2:14])(=[O:12])=[O:13], predict the reactants needed to synthesize it. The reactants are: [NH2:1][C:2]1[CH:7]=[CH:6][C:5]([N+:8]([O-])=O)=[CH:4][C:3]=1[S:11]([NH2:14])(=[O:13])=[O:12].CO.[H][H]. (5) Given the product [CH:18]1([CH2:17][NH:16][C:14]([C:11]2[CH:12]=[CH:13][C:8]([C:6]3[C:5]([CH3:21])=[CH:4][CH:3]=[C:2]([NH:1][C:27]([C:24]4[CH:25]=[CH:26][O:22][CH:23]=4)=[O:28])[CH:7]=3)=[CH:9][CH:10]=2)=[O:15])[CH2:20][CH2:19]1, predict the reactants needed to synthesize it. The reactants are: [NH2:1][C:2]1[CH:3]=[CH:4][C:5]([CH3:21])=[C:6]([C:8]2[CH:13]=[CH:12][C:11]([C:14]([NH:16][CH2:17][CH:18]3[CH2:20][CH2:19]3)=[O:15])=[CH:10][CH:9]=2)[CH:7]=1.[O:22]1[CH:26]=[CH:25][C:24]([C:27](O)=[O:28])=[CH:23]1. (6) Given the product [C:7]([C:1]1[CH:6]=[CH:5][CH:4]=[CH:3][CH:2]=1)(=[O:12])/[C:8](=[CH:10]/[CH3:11])/[CH3:9], predict the reactants needed to synthesize it. The reactants are: [CH:1]1[CH:6]=[CH:5][CH:4]=[CH:3][CH:2]=1.[C:7](Cl)(=[O:12])/[C:8](=[CH:10]/[CH3:11])/[CH3:9].[Cl-].[Al+3].[Cl-].[Cl-]. (7) Given the product [Cl:16][C:10]1[O:11][C:12]2[C:4]([N+:1]([O-:3])=[O:2])=[CH:5][CH:6]=[CH:7][C:8]=2[N:9]=1, predict the reactants needed to synthesize it. The reactants are: [N+:1]([C:4]1[C:12]2[O:11][C:10](S)=[N:9][C:8]=2[CH:7]=[CH:6][CH:5]=1)([O-:3])=[O:2].S(Cl)([Cl:16])=O.CN(C=O)C. (8) Given the product [CH3:7][S:8]([N:11]1[CH2:12][CH2:13][CH:14](/[CH:17]=[CH:1]/[C:2]([Cl:4])=[O:3])[CH2:15][CH2:16]1)(=[O:10])=[O:9], predict the reactants needed to synthesize it. The reactants are: [C:1](Cl)(=O)[C:2]([Cl:4])=[O:3].[CH3:7][S:8]([N:11]1[CH2:16][CH2:15][CH:14](/[CH:17]=C/C(O)=O)[CH2:13][CH2:12]1)(=[O:10])=[O:9]. (9) Given the product [F:1][C:2]1[C:3]([OH:53])=[CH:4][C:5]([C:34]([N:36]2[C@H:45]([CH2:46][N:47]3[CH2:48][CH2:49][O:50][CH2:51][CH2:52]3)[CH2:44][C:43]3[C:38](=[CH:39][CH:40]=[CH:41][CH:42]=3)[CH2:37]2)=[O:35])=[C:6]([C:8]2[N:12]([CH3:13])[C:11]([CH3:14])=[C:10]([C:15]([N:17]([C:24]3[CH:25]=[C:26]4[CH:32]=[CH:31][N:30]([CH3:33])[C:27]4=[N:28][CH:29]=3)[C:18]3[CH:19]=[CH:20][CH:21]=[CH:22][CH:23]=3)=[O:16])[CH:9]=2)[CH:7]=1, predict the reactants needed to synthesize it. The reactants are: [F:1][C:2]1[C:3]([O:53]C)=[CH:4][C:5]([C:34]([N:36]2[C@H:45]([CH2:46][N:47]3[CH2:52][CH2:51][O:50][CH2:49][CH2:48]3)[CH2:44][C:43]3[C:38](=[CH:39][CH:40]=[CH:41][CH:42]=3)[CH2:37]2)=[O:35])=[C:6]([C:8]2[N:12]([CH3:13])[C:11]([CH3:14])=[C:10]([C:15]([N:17]([C:24]3[CH:25]=[C:26]4[CH:32]=[CH:31][N:30]([CH3:33])[C:27]4=[N:28][CH:29]=3)[C:18]3[CH:23]=[CH:22][CH:21]=[CH:20][CH:19]=3)=[O:16])[CH:9]=2)[CH:7]=1.B(Br)(Br)Br.C(O)C.C(=O)(O)[O-].[Na+]. (10) The reactants are: [CH3:1][O:2][C:3]1[CH:4]=[CH:5][C:6]2[CH:10]=[C:9]([CH3:11])[S:8][C:7]=2[CH:12]=1.[CH3:13][O:14][C:15]1[CH:16]=[C:17]([CH:21]=[C:22]([O:26][CH3:27])[C:23]=1[O:24][CH3:25])[C:18](Cl)=[O:19]. Given the product [CH3:1][O:2][C:3]1[CH:4]=[CH:5][C:6]2[C:10]([C:18](=[O:19])[C:17]3[CH:16]=[C:15]([O:14][CH3:13])[C:23]([O:24][CH3:25])=[C:22]([O:26][CH3:27])[CH:21]=3)=[C:9]([CH3:11])[S:8][C:7]=2[CH:12]=1, predict the reactants needed to synthesize it.